Task: Predict the product of the given reaction.. Dataset: Forward reaction prediction with 1.9M reactions from USPTO patents (1976-2016) (1) Given the reactants [Si]([O:8][C@H:9]1[CH2:13][C@H:12]([O:14][C:15]2[C:20]([F:21])=[C:19]([NH:22][C@@H:23]3[C:31]4[C:26](=[CH:27][CH:28]=[CH:29][CH:30]=4)[CH2:25][C@@H:24]3[O:32][CH3:33])[N:18]=[CH:17][N:16]=2)[CH2:11][C@H:10]1[CH2:34][OH:35])(C(C)(C)C)(C)C.C(N(CC)CC)C.C1(N(C2C=CC=CC=2)C([NH:52][S:53](Cl)(=[O:55])=[O:54])=O)C=CC=CC=1.Cl, predict the reaction product. The product is: [S:53](=[O:55])(=[O:54])([O:35][CH2:34][C@@H:10]1[CH2:11][C@@H:12]([O:14][C:15]2[C:20]([F:21])=[C:19]([NH:22][C@@H:23]3[C:31]4[C:26](=[CH:27][CH:28]=[CH:29][CH:30]=4)[CH2:25][C@@H:24]3[O:32][CH3:33])[N:18]=[CH:17][N:16]=2)[CH2:13][C@@H:9]1[OH:8])[NH2:52]. (2) Given the reactants [NH2:1][NH2:2].[CH2:3]([OH:5])[CH3:4].[CH:6]([OH:9])([CH3:8])C.CN1[CH2:15][CH2:14][CH2:13][C:12]1=O, predict the reaction product. The product is: [OH:5][C:3]1[C:4]2[C:8](=[CH:12][CH:13]=[CH:14][CH:15]=2)[C:6]([OH:9])=[N:2][N:1]=1. (3) Given the reactants [C:1]([C@H:5]1[CH2:10][CH2:9][C@H:8]([O:11][C:12]2[CH:13]=[C:14]3[C:19](=[CH:20][CH:21]=2)[N:18]=[C:17]([CH2:22][N:23]2C[CH:25]([C:27]([OH:29])=[O:28])[CH2:24]2)[CH:16]=[C:15]3[C:30]([F:33])([F:32])[F:31])[CH2:7][CH2:6]1)([CH3:4])([CH3:3])[CH3:2].C(O)(C(F)(F)F)=O, predict the reaction product. The product is: [C:1]([C@H:5]1[CH2:6][CH2:7][C@H:8]([O:11][C:12]2[CH:13]=[C:14]3[C:19](=[CH:20][CH:21]=2)[N:18]=[C:17]([CH2:22][NH:23][CH2:24][CH2:25][C:27]([OH:29])=[O:28])[CH:16]=[C:15]3[C:30]([F:33])([F:31])[F:32])[CH2:9][CH2:10]1)([CH3:4])([CH3:2])[CH3:3]. (4) Given the reactants [F:1][CH2:2][CH:3]([O:6][C:7]1[CH:8]=[C:9]([CH:19]=[C:20]([O:22]CC2C=CC=CC=2)[CH:21]=1)[C:10]([NH:12][C:13]1[CH:17]=[CH:16][N:15]([CH3:18])[N:14]=1)=[O:11])[CH2:4][F:5], predict the reaction product. The product is: [F:5][CH2:4][CH:3]([O:6][C:7]1[CH:8]=[C:9]([CH:19]=[C:20]([OH:22])[CH:21]=1)[C:10]([NH:12][C:13]1[CH:17]=[CH:16][N:15]([CH3:18])[N:14]=1)=[O:11])[CH2:2][F:1]. (5) Given the reactants [N+:1](/[CH:4]=[CH:5]/[CH2:6][CH2:7][C:8]1[CH:13]=[CH:12][CH:11]=[CH:10][CH:9]=1)([O-:3])=[O:2].[CH:14](=[O:17])[CH2:15][CH3:16].CC(O)C, predict the reaction product. The product is: [CH3:16][C@@H:15]([C@@H:5]([CH2:4][N+:1]([O-:3])=[O:2])[CH2:6][CH2:7][C:8]1[CH:13]=[CH:12][CH:11]=[CH:10][CH:9]=1)[CH:14]=[O:17]. (6) Given the reactants [C:1]1([C:9]2[CH:14]=[CH:13][CH:12]=[CH:11][CH:10]=2)[CH:6]=[CH:5][C:4]([CH:7]=O)=[CH:3][CH:2]=1.[CH:15]([C:18]1[CH:24]=[CH:23][C:21]([NH2:22])=[CH:20][CH:19]=1)([CH3:17])[CH3:16], predict the reaction product. The product is: [C:1]1([C:9]2[CH:14]=[CH:13][CH:12]=[CH:11][CH:10]=2)[CH:6]=[CH:5][C:4]([CH2:7][NH:22][C:21]2[CH:23]=[CH:24][C:18]([CH:15]([CH3:17])[CH3:16])=[CH:19][CH:20]=2)=[CH:3][CH:2]=1. (7) Given the reactants C[O:2][C:3]([C:5]1[C:13]2[N:12]=[C:11]([C:14]3[CH:19]=[CH:18][C:17]([F:20])=[CH:16][C:15]=3[Cl:21])[NH:10][C:9]=2[C:8]([O:22]C)=[CH:7][CH:6]=1)=[O:4].[Cl-].[Al+3].[Cl-].[Cl-].Cl, predict the reaction product. The product is: [Cl:21][C:15]1[CH:16]=[C:17]([F:20])[CH:18]=[CH:19][C:14]=1[C:11]1[NH:10][C:9]2[C:8]([OH:22])=[CH:7][CH:6]=[C:5]([C:3]([OH:4])=[O:2])[C:13]=2[N:12]=1. (8) Given the reactants [F:1][C:2]1[C:7]([S:8][CH3:9])=[CH:6][CH:5]=[CH:4][C:3]=1[C:10]1[CH2:11][CH2:12][NH:13][CH2:14][CH:15]=1.C(N(CC)CC)C.Cl[C:24]([O:26][CH3:27])=[O:25], predict the reaction product. The product is: [F:1][C:2]1[C:7]([S:8][CH3:9])=[CH:6][CH:5]=[CH:4][C:3]=1[C:10]1[CH2:15][CH2:14][N:13]([C:24]([O:26][CH3:27])=[O:25])[CH2:12][CH:11]=1. (9) Given the reactants Br[C:2]1[CH:7]=[CH:6][CH:5]=[C:4]([C:8]([N:10]2[CH2:14][CH2:13][C@@H:12](OC)[CH2:11]2)=[O:9])[N:3]=1.[NH2:17][C:18]1[S:19][C:20]([C:26]2[CH:31]=[CH:30][C:29]([C:32]([OH:35])([CH3:34])[CH3:33])=[CH:28][C:27]=2[F:36])=[CH:21][C:22]=1[C:23]([NH2:25])=[O:24], predict the reaction product. The product is: [N:3]1[CH:4]=[CH:8][N:10]2[CH2:13][CH2:14][N:10]([C:8]([C:4]3[N:3]=[C:2]([NH:17][C:18]4[S:19][C:20]([C:26]5[CH:31]=[CH:30][C:29]([C:32]([OH:35])([CH3:33])[CH3:34])=[CH:28][C:27]=5[F:36])=[CH:21][C:22]=4[C:23]([NH2:25])=[O:24])[CH:7]=[CH:6][CH:5]=3)=[O:9])[CH2:11][C:12]=12. (10) Given the reactants O[CH2:2][C@@H:3]([NH2:8])[CH2:4][CH:5]([CH3:7])[CH3:6].COC(=O)[C@H](CC(C)C)N.OCCN.[Cl:23][C:24]1[CH:29]=[C:28]([C:30]#[N:31])[CH:27]=[C:26]([CH3:32])[C:25]=1[N:33]=[C:34]=[S:35], predict the reaction product. The product is: [Cl:23][C:24]1[CH:29]=[C:28]([C:30]#[N:31])[CH:27]=[C:26]([CH3:32])[C:25]=1[N:33]=[C:34]1[NH:8][C@@H:3]([CH2:4][CH:5]([CH3:7])[CH3:6])[CH2:2][S:35]1.